Dataset: Experimentally validated miRNA-target interactions with 360,000+ pairs, plus equal number of negative samples. Task: Binary Classification. Given a miRNA mature sequence and a target amino acid sequence, predict their likelihood of interaction. (1) The miRNA is rno-let-7c-5p with sequence UGAGGUAGUAGGUUGUAUGGUU. The protein sequence of the target gene is MAAGQREARPQVSLTFEDVAVLFTRDEWRKLAPSQRNLYRDVMLENYRNLVSLGLPFTKPKVISLLQQGEDPWEVEKDGSGVSSLGSKSSHKTTKSTQTQDSSFQGLILKRSNRNVPWDLKLEKPYIYEGRLEKKQDKKGSFQIVSATHKKIPTIERSHKNTELSQNFSPKSVLIRQQILPREKTPPKCEIQGNSLKQNSQLLNQPKITADKRYKCSLCEKTFINTSSLRKHEKNHSGEKLFKCKECSKAFSQSSALIQHQITHTGEKPYICKECGKAFTLSTSLYKHLRTHTVEKSYRC.... Result: 0 (no interaction). (2) The miRNA is mmu-miR-654-3p with sequence UAUGUCUGCUGACCAUCACCUU. The protein sequence of the target gene is MAAALQRIEQLSSRVVRVLGCNPGPMTLQGTNTYLVGTGSRRILIDTGEPSVPEYISCLKQALVEFDTAIQEILVTHWHSDHSGGIVDICKNINNDTTYCIKKLRRNPQREEIIGNGEQQFIYIENGDVVKTEGATLRVLYTPGHTDDHMALLLEEENAIFSGDCILGEGTTIFEDLYDYMNSLNNLLKIKANIIYPGHGPVIHNAEAKILEYISHRNNREEQIISLFRDNFEKSFTVTELRTMIYKDVPENLHKMAEHNLLLHLRKLEKDGKIFYTTTPVKKWKAVL. Result: 1 (interaction).